From a dataset of Full USPTO retrosynthesis dataset with 1.9M reactions from patents (1976-2016). Predict the reactants needed to synthesize the given product. (1) Given the product [CH3:1][C:2]1[CH:7]=[C:6]([CH3:8])[CH:5]=[CH:4][C:3]=1[CH:9]([C:21]1[CH:22]=[CH:23][CH:24]=[CH:25][CH:26]=1)[C:10]([NH:12][CH2:13][C:14]1[CH:19]=[CH:18][C:17]([O:20][CH2:29][C:30]2[C:31]([CH3:36])=[N:32][CH:33]=[CH:34][CH:35]=2)=[CH:16][CH:15]=1)=[O:11], predict the reactants needed to synthesize it. The reactants are: [CH3:1][C:2]1[CH:7]=[C:6]([CH3:8])[CH:5]=[CH:4][C:3]=1[CH:9]([C:21]1[CH:26]=[CH:25][CH:24]=[CH:23][CH:22]=1)[C:10]([NH:12][CH2:13][C:14]1[CH:19]=[CH:18][C:17]([OH:20])=[CH:16][CH:15]=1)=[O:11].Cl.Cl[CH2:29][C:30]1[C:31]([CH3:36])=[N:32][CH:33]=[CH:34][CH:35]=1.C([O-])([O-])=O.[K+].[K+].O. (2) Given the product [F:23][C:17]1[C:18]([F:22])=[CH:19][CH:20]=[CH:21][C:16]=1[C@H:13]1[CH2:12][N:11]([CH2:24][CH2:25][O:26][CH3:27])[C:10](=[O:28])[C@H:9]([NH:8][C:30]([N:42]2[CH2:43][CH2:44][CH:45]([N:48]3[CH2:52][C:51](=[O:53])[NH:50][C:49]3=[O:54])[CH2:46][CH2:47]2)=[O:31])[CH2:15][CH2:14]1, predict the reactants needed to synthesize it. The reactants are: C(N(CC)CC)C.[NH2:8][C@@H:9]1[CH2:15][CH2:14][C@@H:13]([C:16]2[CH:21]=[CH:20][CH:19]=[C:18]([F:22])[C:17]=2[F:23])[CH2:12][N:11]([CH2:24][CH2:25][O:26][CH3:27])[C:10]1=[O:28].Cl[C:30](OC1C=CC([N+]([O-])=O)=CC=1)=[O:31].[NH:42]1[CH2:47][CH2:46][CH:45]([N:48]2[CH2:52][C:51](=[O:53])[NH:50][C:49]2=[O:54])[CH2:44][CH2:43]1. (3) Given the product [ClH:30].[ClH:30].[CH3:1][C:2]1[N:7]=[C:6]([NH:8][C:9]2[CH:10]=[CH:11][C:12]([NH2:15])=[CH:13][CH:14]=2)[CH:5]=[CH:4][CH:3]=1, predict the reactants needed to synthesize it. The reactants are: [CH3:1][C:2]1[N:7]=[C:6]([NH:8][C:9]2[CH:14]=[CH:13][C:12]([N+:15]([O-])=O)=[CH:11][CH:10]=2)[CH:5]=[CH:4][CH:3]=1.C1(N)C(F)=C(F)C(F)=C(N)C=1F.[ClH:30].Cl. (4) Given the product [Br:1][C:2]1[CH:9]=[CH:8][C:5]([CH:6]([O:35][CH3:32])[O:7][CH3:21])=[C:4]([CH:3]=1)[O:10][C:11]1[CH:16]=[CH:15][C:14]([Cl:17])=[C:13]([CH3:18])[C:12]=1[CH3:19], predict the reactants needed to synthesize it. The reactants are: [Br:1][C:2]1[CH:9]=[CH:8][C:5]([CH:6]=[O:7])=[C:4]([O:10][C:11]2[CH:16]=[CH:15][C:14]([Cl:17])=[C:13]([CH3:18])[C:12]=2[CH3:19])[CH:3]=1.O.[C:21]1(C)C=CC(S(O)(=O)=O)=CC=1.[C:32]([O-:35])([O-])=O.[Na+].[Na+].